This data is from Reaction yield outcomes from USPTO patents with 853,638 reactions. The task is: Predict the reaction yield, written as a fraction of the theoretical maximum amount of product (1.0 means a 100% yield; for example, 0.34 means a 34% yield). (1) The reactants are [CH3:1][O:2][C:3]([C:5]1[CH:6]=[C:7]2[C:12](=[CH:13][CH:14]=1)[N:11]=[CH:10][CH:9]=[CH:8]2)=[O:4].O1CCCC1.[Br:20]N1C(C)(C)C(=O)N(Br)C1=O.C(=O)(O)[O-].[Na+]. The catalyst is C(OCC)(=O)C.O. The product is [CH3:1][O:2][C:3]([C:5]1[CH:6]=[C:7]2[C:12](=[CH:13][CH:14]=1)[N:11]=[CH:10][C:9]([Br:20])=[CH:8]2)=[O:4]. The yield is 0.100. (2) The reactants are [C:1]1([C:6]([CH2:8][C:9]#[N:10])=[O:7])[S:5][CH:4]=[CH:3][CH:2]=1.[N-:11]=[N+:12]=[N-:13].[Na+].[Cl-].C([NH+](CC)CC)C. The catalyst is C1(C)C=CC=CC=1. The product is [NH:11]1[C:9]([CH2:8][C:6]([C:1]2[S:5][CH:4]=[CH:3][CH:2]=2)=[O:7])=[N:10][N:13]=[N:12]1. The yield is 0.435. (3) The reactants are [H-].[Na+].[F:3][C:4]1[C:9]([C:10]([C:12]2[N:13]=[CH:14][NH:15][CH:16]=2)=[O:11])=[CH:8][CH:7]=[CH:6][N:5]=1.[CH2:17](Br)[C:18]1[CH:23]=[CH:22][CH:21]=[CH:20][CH:19]=1. The catalyst is O1CCCC1.C(OCC)(=O)C. The product is [CH2:17]([N:15]1[CH:16]=[C:12]([C:10]([C:9]2[C:4]([F:3])=[N:5][CH:6]=[CH:7][CH:8]=2)=[O:11])[N:13]=[CH:14]1)[C:18]1[CH:23]=[CH:22][CH:21]=[CH:20][CH:19]=1. The yield is 0.680. (4) The reactants are [Br:1][C:2]1[CH:3]=[C:4]2[C:8](=[CH:9][CH:10]=1)[NH:7][C:6]1[CH2:11][N:12]([C:15]([O:17][C:18]([CH3:21])([CH3:20])[CH3:19])=[O:16])[CH2:13][CH2:14][C:5]2=1.[H-].[Na+].[CH3:24]I. The catalyst is CN(C=O)C.C(Cl)Cl. The product is [Br:1][C:2]1[CH:3]=[C:4]2[C:8](=[CH:9][CH:10]=1)[N:7]([CH3:24])[C:6]1[CH2:11][N:12]([C:15]([O:17][C:18]([CH3:21])([CH3:20])[CH3:19])=[O:16])[CH2:13][CH2:14][C:5]2=1. The yield is 0.360.